Dataset: Peptide-MHC class I binding affinity with 185,985 pairs from IEDB/IMGT. Task: Regression. Given a peptide amino acid sequence and an MHC pseudo amino acid sequence, predict their binding affinity value. This is MHC class I binding data. (1) The peptide sequence is YTGAMTSKF. The MHC is HLA-B08:01 with pseudo-sequence HLA-B08:01. The binding affinity (normalized) is 0.213. (2) The peptide sequence is LPCQLMYAL. The MHC is Patr-B1301 with pseudo-sequence Patr-B1301. The binding affinity (normalized) is 0.271. (3) The peptide sequence is EYKKFIATF. The MHC is HLA-A24:03 with pseudo-sequence HLA-A24:03. The binding affinity (normalized) is 0.680. (4) The peptide sequence is TALGMSLNF. The MHC is HLA-B53:01 with pseudo-sequence HLA-B53:01. The binding affinity (normalized) is 0.649. (5) The peptide sequence is VRDPKTSEI. The MHC is HLA-A11:01 with pseudo-sequence HLA-A11:01. The binding affinity (normalized) is 0.0699. (6) The peptide sequence is YLAVVPLVY. The MHC is HLA-B57:01 with pseudo-sequence HLA-B57:01. The binding affinity (normalized) is 0.289. (7) The binding affinity (normalized) is 0.242. The peptide sequence is RYPLTFGWCF. The MHC is HLA-B27:05 with pseudo-sequence HLA-B27:05. (8) The peptide sequence is YHHFKTIEL. The MHC is HLA-A29:02 with pseudo-sequence HLA-A29:02. The binding affinity (normalized) is 0.530.